From a dataset of Catalyst prediction with 721,799 reactions and 888 catalyst types from USPTO. Predict which catalyst facilitates the given reaction. (1) Reactant: [Cl:1][C:2]1[CH:3]=[CH:4][C:5]2[N:11]([CH2:12][C:13]([CH3:17])([CH3:16])[CH2:14][OH:15])[C:10](=[O:18])[C@@H:9]([CH2:19][C:20]([NH:22][CH2:23][CH2:24][CH2:25][O:26][C:27]3[CH:28]=[C:29]([CH:33]=[CH:34][CH:35]=3)[C:30]([OH:32])=[O:31])=[O:21])[O:8][C@H:7]([C:36]3[CH:41]=[CH:40][CH:39]=[C:38]([O:42][CH3:43])[C:37]=3[O:44][CH3:45])[C:6]=2[CH:46]=1.N1C=CC=CC=1.[C:53](OCC)(=[O:55])[CH3:54].C(Cl)(=O)C. Product: [C:53]([O:15][CH2:14][C:13]([CH3:17])([CH3:16])[CH2:12][N:11]1[C:5]2[CH:4]=[CH:3][C:2]([Cl:1])=[CH:46][C:6]=2[C@@H:7]([C:36]2[CH:41]=[CH:40][CH:39]=[C:38]([O:42][CH3:43])[C:37]=2[O:44][CH3:45])[O:8][C@H:9]([CH2:19][C:20]([NH:22][CH2:23][CH2:24][CH2:25][O:26][C:27]2[CH:28]=[C:29]([CH:33]=[CH:34][CH:35]=2)[C:30]([OH:32])=[O:31])=[O:21])[C:10]1=[O:18])(=[O:55])[CH3:54]. The catalyst class is: 6. (2) Reactant: [CH2:1]([N:3]([CH2:6][CH3:7])[CH2:4][CH3:5])[CH3:2].CN([C:11]1[CH:16]=[CH:15][CH:14]=[CH:13]N=1)C.[CH3:17][S:18](Cl)(=[O:20])=[O:19]. Product: [CH2:1]([N:3]1[CH2:6][CH2:7][CH:5]([S:18]([CH3:17])(=[O:20])=[O:19])[CH2:4]1)[C:2]1[CH:11]=[CH:16][CH:15]=[CH:14][CH:13]=1. The catalyst class is: 4. (3) Reactant: [CH3:1][O:2][C:3]([C:5]1[CH:13]=[C:12]2[C:8]([C:9]([CH:37]3[CH2:42][CH2:41][CH2:40][CH2:39][CH2:38]3)=[C:10]([C:23]3[CH:28]=[CH:27][C:26](OS(C(F)(F)F)(=O)=O)=[CH:25][CH:24]=3)[N:11]2[CH2:14][C:15]([N:17]2[CH2:22][CH2:21][O:20][CH2:19][CH2:18]2)=[O:16])=[CH:7][CH:6]=1)=[O:4].[CH3:43][N:44]([CH3:54])[C:45]1[CH:50]=[CH:49][C:48](B(O)O)=[CH:47][CH:46]=1.C([O-])(O)=O.[Na+]. Product: [CH3:1][O:2][C:3]([C:5]1[CH:13]=[C:12]2[C:8]([C:9]([CH:37]3[CH2:38][CH2:39][CH2:40][CH2:41][CH2:42]3)=[C:10]([C:23]3[CH:24]=[CH:25][C:26]([C:48]4[CH:49]=[CH:50][C:45]([N:44]([CH3:54])[CH3:43])=[CH:46][CH:47]=4)=[CH:27][CH:28]=3)[N:11]2[CH2:14][C:15]([N:17]2[CH2:18][CH2:19][O:20][CH2:21][CH2:22]2)=[O:16])=[CH:7][CH:6]=1)=[O:4]. The catalyst class is: 73. (4) Reactant: [N+:1]([C:4]1[CH:5]=[C:6]([CH:9]=[CH:10][C:11]=1[N+:12]([O-:14])=[O:13])[CH:7]=O)([O-:3])=[O:2].[NH2:15][C:16]1[CH:34]=[CH:33][CH:32]=[CH:31][C:17]=1[C:18]([NH:20][C:21]1[CH:26]=[CH:25][C:24]([CH:27]([CH2:29][CH3:30])[CH3:28])=[CH:23][CH:22]=1)=[O:19]. Product: [CH:27]([C:24]1[CH:25]=[CH:26][C:21]([N:20]2[C:18](=[O:19])[C:17]3[C:16](=[CH:34][CH:33]=[CH:32][CH:31]=3)[N:15]=[C:7]2[C:6]2[CH:9]=[CH:10][C:11]([N+:12]([O-:14])=[O:13])=[C:4]([N+:1]([O-:3])=[O:2])[CH:5]=2)=[CH:22][CH:23]=1)([CH2:29][CH3:30])[CH3:28]. The catalyst class is: 14. (5) Reactant: [F:1][C:2]1[CH:7]=[CH:6][C:5]([C:8]2[C@H:9]([N:14]3C(=O)C4C(=CC=CC=4)C3=O)[CH2:10][NH:11][CH2:12][CH:13]=2)=[CH:4][CH:3]=1.O.NN. Product: [F:1][C:2]1[CH:7]=[CH:6][C:5]([C:8]2[C@H:9]([NH2:14])[CH2:10][NH:11][CH2:12][CH:13]=2)=[CH:4][CH:3]=1. The catalyst class is: 8. (6) Reactant: Br[C:2]1[CH:7]=[CH:6][CH:5]=[CH:4][N:3]=1.[N+:8]([C:11]1[CH:16]=[CH:15][C:14](B(O)O)=[CH:13][CH:12]=1)([O-:10])=[O:9].C(COC)OC.C(=O)([O-])[O-].[K+].[K+]. Product: [N+:8]([C:11]1[CH:16]=[CH:15][C:14]([C:2]2[CH:7]=[CH:6][CH:5]=[CH:4][N:3]=2)=[CH:13][CH:12]=1)([O-:10])=[O:9]. The catalyst class is: 6.